The task is: Regression. Given a peptide amino acid sequence and an MHC pseudo amino acid sequence, predict their binding affinity value. This is MHC class I binding data.. This data is from Peptide-MHC class I binding affinity with 185,985 pairs from IEDB/IMGT. (1) The peptide sequence is LYKLMGHFSW. The MHC is HLA-A30:02 with pseudo-sequence HLA-A30:02. The binding affinity (normalized) is 0.0994. (2) The peptide sequence is LSLGDLDTI. The MHC is H-2-Db with pseudo-sequence H-2-Db. The binding affinity (normalized) is 0.405. (3) The peptide sequence is LMMTTIGVV. The MHC is HLA-A02:03 with pseudo-sequence HLA-A02:03. The binding affinity (normalized) is 0.771. (4) The peptide sequence is SLFNWLWYE. The MHC is HLA-A02:01 with pseudo-sequence HLA-A02:01. The binding affinity (normalized) is 0.512.